From a dataset of NCI-60 drug combinations with 297,098 pairs across 59 cell lines. Regression. Given two drug SMILES strings and cell line genomic features, predict the synergy score measuring deviation from expected non-interaction effect. (1) Drug 1: CC1=C(C(=CC=C1)Cl)NC(=O)C2=CN=C(S2)NC3=CC(=NC(=N3)C)N4CCN(CC4)CCO. Drug 2: CCC1(CC2CC(C3=C(CCN(C2)C1)C4=CC=CC=C4N3)(C5=C(C=C6C(=C5)C78CCN9C7C(C=CC9)(C(C(C8N6C)(C(=O)OC)O)OC(=O)C)CC)OC)C(=O)OC)O.OS(=O)(=O)O. Cell line: HCC-2998. Synergy scores: CSS=4.69, Synergy_ZIP=3.62, Synergy_Bliss=4.70, Synergy_Loewe=-1.85, Synergy_HSA=-1.39. (2) Drug 1: CC1=C2C(C(=O)C3(C(CC4C(C3C(C(C2(C)C)(CC1OC(=O)C(C(C5=CC=CC=C5)NC(=O)OC(C)(C)C)O)O)OC(=O)C6=CC=CC=C6)(CO4)OC(=O)C)OC)C)OC. Drug 2: CC12CCC3C(C1CCC2O)C(CC4=C3C=CC(=C4)O)CCCCCCCCCS(=O)CCCC(C(F)(F)F)(F)F. Cell line: BT-549. Synergy scores: CSS=56.3, Synergy_ZIP=6.96, Synergy_Bliss=6.03, Synergy_Loewe=-24.3, Synergy_HSA=5.75. (3) Drug 1: CC1=C(C=C(C=C1)NC2=NC=CC(=N2)N(C)C3=CC4=NN(C(=C4C=C3)C)C)S(=O)(=O)N.Cl. Drug 2: CN1C(=O)N2C=NC(=C2N=N1)C(=O)N. Cell line: SR. Synergy scores: CSS=27.3, Synergy_ZIP=-1.36, Synergy_Bliss=-6.29, Synergy_Loewe=-4.67, Synergy_HSA=-4.47. (4) Drug 1: CC1=CC=C(C=C1)C2=CC(=NN2C3=CC=C(C=C3)S(=O)(=O)N)C(F)(F)F. Drug 2: C1=NC(=NC(=O)N1C2C(C(C(O2)CO)O)O)N. Cell line: DU-145. Synergy scores: CSS=0.628, Synergy_ZIP=-5.09, Synergy_Bliss=2.40, Synergy_Loewe=-16.5, Synergy_HSA=-2.78.